From a dataset of Full USPTO retrosynthesis dataset with 1.9M reactions from patents (1976-2016). Predict the reactants needed to synthesize the given product. (1) The reactants are: [CH3:1][C:2]1[CH:11]=[CH:10][C:5]([C:6]([O:8][CH3:9])=[O:7])=[CH:4][C:3]=1[N:12]1[CH:21]=[CH:20][C:19]2[C:14](=[CH:15][C:16](OS(C(F)(F)F)(=O)=O)=[CH:17][CH:18]=2)[C:13]1=[O:30].C(N(CC)CC)C.[N:38]1([CH2:44][C:45]#[CH:46])[CH2:43]COC[CH2:39]1. Given the product [CH3:39][N:38]([CH3:43])[CH2:44][CH2:45][CH2:46][C:16]1[CH:15]=[C:14]2[C:19]([CH:20]=[CH:21][N:12]([C:3]3[CH:4]=[C:5]([CH:10]=[CH:11][C:2]=3[CH3:1])[C:6]([O:8][CH3:9])=[O:7])[C:13]2=[O:30])=[CH:18][CH:17]=1, predict the reactants needed to synthesize it. (2) The reactants are: [CH3:1][O:2][C:3]1[C:8]2[N:9]=[C:10]([NH2:12])[S:11][C:7]=2[C:6]([NH:13][CH2:14][CH2:15][O:16][CH3:17])=[CH:5][CH:4]=1.[C:18](Cl)(=[O:20])[CH3:19].[Br:22][C:23]1[CH:24]=[C:25]([CH:29]=[CH:30][N:31]=1)[C:26](O)=[O:27].CN(C(ON1N=NC2C=CC=NC1=2)=[N+](C)C)C.F[P-](F)(F)(F)(F)F.CN1CCOCC1. Given the product [C:18]([N:13]([CH2:14][CH2:15][O:16][CH3:17])[C:6]1[C:7]2[S:11][C:10]([NH:12][C:26](=[O:27])[C:25]3[CH:29]=[CH:30][N:31]=[C:23]([Br:22])[CH:24]=3)=[N:9][C:8]=2[C:3]([O:2][CH3:1])=[CH:4][CH:5]=1)(=[O:20])[CH3:19], predict the reactants needed to synthesize it. (3) Given the product [C:21]1([CH2:20][CH2:19][CH2:18][N:1]2[CH:5]=[C:4]([C:6]([O:8][CH2:9][CH3:10])=[O:7])[CH:3]=[N:2]2)[CH:26]=[CH:25][CH:24]=[CH:23][CH:22]=1, predict the reactants needed to synthesize it. The reactants are: [NH:1]1[CH:5]=[C:4]([C:6]([O:8][CH2:9][CH3:10])=[O:7])[CH:3]=[N:2]1.C(=O)([O-])[O-].[K+].[K+].Br[CH2:18][CH2:19][CH2:20][C:21]1[CH:26]=[CH:25][CH:24]=[CH:23][CH:22]=1.